The task is: Regression. Given a target protein amino acid sequence and a drug SMILES string, predict the binding affinity score between them. We predict pKi (pKi = -log10(Ki in M); higher means stronger inhibition). Dataset: bindingdb_ki.. This data is from Drug-target binding data from BindingDB using Ki measurements. (1) The target protein sequence is MTMALLGTLLLLALFGRSQGKNE. The pKi is 9.1. The compound is CCN1C[C@]2(COC(=O)c3ccccc3-n3c(O)cc(C)c3O)CC[C@H](OC)[C@]34C5C[C@@H]6[C@@H](OC)C[C@@](O)(C5[C@H]6OC)[C@@](O)(C13)[C@@H](OC)C24. (2) The compound is C/C(=C\C(O)C12OC1(C)C(=O)c1ccccc1C2=O)CCCC(C)CCCC(C)CCCC(C)C. The target protein (Q6B4J2) has sequence MGATWRSPGWVRLALCLAGLVLSLYALHVKAARARDRDYRALCDVGTAISCSRVFSSRWGRGFGLVEHVLGKDSILNQSNSIFGCIFYTLQLLLGCLQGRWASVLLRLSCLVSLAGSVYLAWILFFVLYDFCIVCITTYAINVGLTVLSFREVQGPQGKVKGH. The pKi is 4.4. (3) The compound is O=P(O)(O)OC[C@H]1O[C@@H](n2cnc3c(-c4ccc5ccccc5c4)ncnc32)[C@H](O)[C@@H]1O. The target protein (O35820) has sequence MAASGEQAPCSVYFCGSIRGGREDQALYARIVSRLRRYGKVLTEHVADAELEPLGEEAAGGDQFIHEQDLNWLQQADVVVAEVTQPSLGVGYELGRAVALGKPILCLFRPQSGRVLSAMIRGAADGSRFQVWDYAEGEVETMLDRYFEAYLPQKTASSSHPSA. The pKi is 5.8. (4) The small molecule is NC(=[NH2+])c1cccc(S(=O)(=O)NCCCC(=O)Nc2ccc(C(=O)O)cc2)c1. The target protein (Q8IU80) has sequence MLLLFHSKRMPVAEAPQVAGGQGDGGDGEEAEPEGMFKACEDSKRKARGYLRLVPLFVLLALLVLASAGVLLWYFLGYKAEVMVSQVYSGSLRVLNRHFSQDLTRRESSAFRSETAKAQKMLKELITSTRLGTYYNSSSVYSFGEGPLTCFFWFILQIPEHRRLMLSPEVVQALLVEELLSTVNSSAAVPYRAEYEVDPEGLVILEASVKDIAALNSTLGCYRYSYVGQGQVLRLKGPDHLASSCLWHLQGPKDLMLKLRLEWTLAECRDRLAMYDVAGPLEKRLITSVYGCSRQEPVVEVLASGAIMAVVWKKGLHSYYDPFVLSVQPVVFQACEVNLTLDNRLDSQGVLSTPYFPSYYSPQTHCSWHLTVPSLDYGLALWFDAYALRRQKYDLPCTQGQWTIQNRRLCGLRILQPYAERIPVVATAGITINFTSQISLTGPGVRVHYGLYNQSDPCPGEFLCSVNGLCVPACDGVKDCPNGLDERNCVCRATFQCKED.... The pKi is 3.7.